Dataset: Forward reaction prediction with 1.9M reactions from USPTO patents (1976-2016). Task: Predict the product of the given reaction. (1) The product is: [CH3:13][S:10]([CH2:9][CH2:8][N:6]1[CH:7]=[C:2]([B:20]2[O:24][C:23]([CH3:26])([CH3:25])[C:22]([CH3:28])([CH3:27])[O:21]2)[CH:3]=[CH:4][C:5]1=[O:14])(=[O:12])=[O:11]. Given the reactants Br[C:2]1[CH:3]=[CH:4][C:5](=[O:14])[N:6]([CH2:8][CH2:9][S:10]([CH3:13])(=[O:12])=[O:11])[CH:7]=1.C([O-])(=O)C.[K+].[B:20]1([B:20]2[O:24][C:23]([CH3:26])([CH3:25])[C:22]([CH3:28])([CH3:27])[O:21]2)[O:24][C:23]([CH3:26])([CH3:25])[C:22]([CH3:28])([CH3:27])[O:21]1, predict the reaction product. (2) The product is: [Br:10][N:4]1[C:3]([CH2:2][Cl:1])([CH3:9])[CH2:7][O:6][C:5]1=[O:8]. Given the reactants [Cl:1][CH2:2][C:3]1([CH3:9])[CH2:7][O:6][C:5](=[O:8])[NH:4]1.[Br:10]Br, predict the reaction product. (3) Given the reactants [CH2:1]([O:3][C:4](=[O:22])[C:5]([N:19]=[N+]=[N-])=[CH:6][C:7]1[O:8][C:9]([C:12]2[CH:17]=[CH:16][C:15]([Cl:18])=[CH:14][CH:13]=2)=[CH:10][CH:11]=1)[CH3:2], predict the reaction product. The product is: [CH2:1]([O:3][C:4]([C:5]1[NH:19][C:11]2[CH:10]=[C:9]([C:12]3[CH:17]=[CH:16][C:15]([Cl:18])=[CH:14][CH:13]=3)[O:8][C:7]=2[CH:6]=1)=[O:22])[CH3:2].